This data is from Forward reaction prediction with 1.9M reactions from USPTO patents (1976-2016). The task is: Predict the product of the given reaction. (1) Given the reactants C[O:2][C:3]([CH2:5][N:6]1[C:15](=[O:16])[C:14]2[N:13]([CH2:17][C:18]#[C:19][CH3:20])[C:12]([N:21]3[CH2:26][CH2:25][CH2:24][CH:23]([NH:27][C:28]([O:30][C:31]([CH3:34])([CH3:33])[CH3:32])=[O:29])[CH2:22]3)=[N:11][C:10]=2[N:9]([CH3:35])[C:7]1=[O:8])=[O:4].[OH-].[K+], predict the reaction product. The product is: [C:3]([CH2:5][N:6]1[C:15](=[O:16])[C:14]2[N:13]([CH2:17][C:18]#[C:19][CH3:20])[C:12]([N:21]3[CH2:26][CH2:25][CH2:24][CH:23]([NH:27][C:28]([O:30][C:31]([CH3:34])([CH3:33])[CH3:32])=[O:29])[CH2:22]3)=[N:11][C:10]=2[N:9]([CH3:35])[C:7]1=[O:8])([OH:4])=[O:2]. (2) Given the reactants [OH:1][C@H:2]([C:4]1[CH:9]=[CH:8][C:7]([C:10](=[O:16])[CH2:11][C:12]([CH3:15])([CH3:14])[CH3:13])=[CH:6][CH:5]=1)[CH3:3].[OH:17][CH:18]([C:20]1[CH:25]=[CH:24][C:23]([C:26](=[O:32])[CH2:27][C:28]([CH3:31])([CH3:30])[CH3:29])=[CH:22][CH:21]=1)[CH3:19].C(OC=C)(=O)C, predict the reaction product. The product is: [C:18]([O:1][C@@H:2]([C:4]1[CH:9]=[CH:8][C:7]([C:10](=[O:16])[CH2:11][C:12]([CH3:15])([CH3:14])[CH3:13])=[CH:6][CH:5]=1)[CH3:3])(=[O:17])[CH3:19].[OH:17][C@H:18]([C:20]1[CH:25]=[CH:24][C:23]([C:26](=[O:32])[CH2:27][C:28]([CH3:31])([CH3:30])[CH3:29])=[CH:22][CH:21]=1)[CH3:19]. (3) Given the reactants [NH2:1][C:2]1[N:3]=[CH:4][S:5][C:6]=1[C:7]([NH:9][C:10]1[CH:20]=[CH:19][C:13]2[O:14][C:15]([F:18])([F:17])[O:16][C:12]=2[CH:11]=1)=[O:8].Cl[CH2:22][C:23]1[CH:28]=[CH:27][N:26]=[C:25]([NH:29][C:30]2[S:31][CH:32]=[C:33]([CH3:35])[N:34]=2)[CH:24]=1.CS(OCC1C=CN=C(C(NC)=O)C=1)(=O)=O, predict the reaction product. The product is: [F:17][C:15]1([F:18])[O:14][C:13]2[CH:19]=[CH:20][C:10]([NH:9][C:7]([C:6]3[S:5][CH:4]=[N:3][C:2]=3[NH:1][CH2:22][C:23]3[CH:28]=[CH:27][N:26]=[C:25]([NH:29][C:30]4[S:31][CH:32]=[C:33]([CH3:35])[N:34]=4)[CH:24]=3)=[O:8])=[CH:11][C:12]=2[O:16]1. (4) Given the reactants [CH3:1][CH:2]([CH3:16])[CH2:3][NH:4][C:5]1[CH:10]=[C:9]([C:11]([F:14])([F:13])[F:12])[CH:8]=[CH:7][C:6]=1[CH3:15].Cl[S:18]([C:21]1[CH:26]=[CH:25][C:24]([CH2:27][C:28]([CH3:35])([CH3:34])[C:29]([O:31][CH2:32][CH3:33])=[O:30])=[CH:23][CH:22]=1)(=[O:20])=[O:19], predict the reaction product. The product is: [CH2:3]([N:4]([C:5]1[CH:10]=[C:9]([C:11]([F:12])([F:13])[F:14])[CH:8]=[CH:7][C:6]=1[CH3:15])[S:18]([C:21]1[CH:22]=[CH:23][C:24]([CH2:27][C:28]([CH3:34])([CH3:35])[C:29]([O:31][CH2:32][CH3:33])=[O:30])=[CH:25][CH:26]=1)(=[O:20])=[O:19])[CH:2]([CH3:16])[CH3:1]. (5) Given the reactants [CH2:1]([N:8]1[CH2:13][CH2:12][NH:11][CH2:10][CH2:9]1)[C:2]1[CH:7]=[CH:6][CH:5]=[CH:4][CH:3]=1.Cl[CH2:15][C:16]([NH:18][CH3:19])=[O:17].C(=O)([O-])[O-].[K+].[K+].CCOC(C)=O, predict the reaction product. The product is: [CH2:1]([N:8]1[CH2:13][CH2:12][N:11]([CH2:15][C:16]([NH:18][CH3:19])=[O:17])[CH2:10][CH2:9]1)[C:2]1[CH:3]=[CH:4][CH:5]=[CH:6][CH:7]=1. (6) Given the reactants [CH3:1][N:2]1[C:10]([CH:11]=O)=[N:9][C:8]2[C:3]1=[N:4][C:5]([N:19]1[C:23]3[CH:24]=[CH:25][CH:26]=[CH:27][C:22]=3[N:21]=[C:20]1[CH3:28])=[N:6][C:7]=2[N:13]1[CH2:18][CH2:17][O:16][CH2:15][CH2:14]1.[CH3:29][C:30]1[N:31]=[C:32]([CH2:35][CH2:36][NH2:37])[S:33][CH:34]=1, predict the reaction product. The product is: [CH3:1][N:2]1[C:10]([CH2:11][NH:37][CH2:36][CH2:35][C:32]2[S:33][CH:34]=[C:30]([CH3:29])[N:31]=2)=[N:9][C:8]2[C:3]1=[N:4][C:5]([N:19]1[C:23]3[CH:24]=[CH:25][CH:26]=[CH:27][C:22]=3[N:21]=[C:20]1[CH3:28])=[N:6][C:7]=2[N:13]1[CH2:18][CH2:17][O:16][CH2:15][CH2:14]1.